This data is from Retrosynthesis with 50K atom-mapped reactions and 10 reaction types from USPTO. The task is: Predict the reactants needed to synthesize the given product. (1) The reactants are: CC(=O)OCc1cc(I)ccn1. Given the product OCc1cc(I)ccn1, predict the reactants needed to synthesize it. (2) Given the product COc1c(Cl)c(F)cc2c(=O)c(C(=O)O)cn(C3CC3)c12, predict the reactants needed to synthesize it. The reactants are: CCOC(=O)c1cn(C2CC2)c2c(OC)c(Cl)c(F)cc2c1=O. (3) Given the product CCCCCOc1ccc(C=C2Oc3cc(O)ccc3C2=O)cc1OC, predict the reactants needed to synthesize it. The reactants are: CCCCCOc1ccc(C=O)cc1OC.O=C1COc2cc(O)ccc21. (4) Given the product CCOC(=O)C(Cc1ccc2[nH]ccc2c1)OCC, predict the reactants needed to synthesize it. The reactants are: CCOC(=O)/C(=C/c1ccc2[nH]ccc2c1)OCC. (5) Given the product CC[C@H](Nc1nccc(-c2cc(F)c(OC)cc2Cl)c1[N+](=O)[O-])C1CC1, predict the reactants needed to synthesize it. The reactants are: CC[C@H](N)C1CC1.COc1cc(Cl)c(-c2ccnc(OS(=O)(=O)C(F)(F)F)c2[N+](=O)[O-])cc1F. (6) The reactants are: CN.O=C(N[C@H]1CC[C@@H](n2c(=O)c3cc(F)cnc3n(-c3cccc(-c4ccc(OCCCl)cc4)c3)c2=O)CC1)c1cn2cc(F)ccc2n1. Given the product CNCCOc1ccc(-c2cccc(-n3c(=O)n([C@H]4CC[C@@H](NC(=O)c5cn6cc(F)ccc6n5)CC4)c(=O)c4cc(F)cnc43)c2)cc1, predict the reactants needed to synthesize it. (7) Given the product Cc1cc(C)cc(SC2CCCCC2)c1, predict the reactants needed to synthesize it. The reactants are: Cc1cc(C)cc(I)c1.SC1CCCCC1.